Dataset: Reaction yield outcomes from USPTO patents with 853,638 reactions. Task: Predict the reaction yield, written as a fraction of the theoretical maximum amount of product (1.0 means a 100% yield; for example, 0.34 means a 34% yield). (1) The reactants are [Cl:1][C:2]1[CH:18]=[CH:17][C:5]2[NH:6][C:7]([C@@H:9]([NH2:16])[CH2:10][C:11]3[N:12]=[CH:13][NH:14][CH:15]=3)=[N:8][C:4]=2[CH:3]=1.[CH3:19][C:20]1[CH:21]=[C:22]([CH:26]=[CH:27][C:28]=1[C:29]([N:31]1[CH2:35][CH2:34][CH2:33][CH2:32]1)=[O:30])[C:23](O)=[O:24].ClCl. The catalyst is ClCCl.CO. The product is [Cl:1][C:2]1[CH:18]=[CH:17][C:5]2[NH:6][C:7]([C@@H:9]([NH:16][C:23](=[O:24])[C:22]3[CH:26]=[CH:27][C:28]([C:29]([N:31]4[CH2:32][CH2:33][CH2:34][CH2:35]4)=[O:30])=[C:20]([CH3:19])[CH:21]=3)[CH2:10][C:11]3[N:12]=[CH:13][NH:14][CH:15]=3)=[N:8][C:4]=2[CH:3]=1. The yield is 0.550. (2) The reactants are C[O:2][CH2:3][C@@H:4]([O:6][C:7]1[CH:8]=[C:9]([C:24]2[NH:28][C:27]([C:29]3[O:30][CH2:31][C@@H:32]([C@@H:34]([OH:36])[CH3:35])[N:33]=3)=[CH:26][CH:25]=2)[CH:10]=[C:11]([O:13][C:14]2[CH:19]=[N:18][C:17]([S:20]([CH3:23])(=[O:22])=[O:21])=[CH:16][N:15]=2)[CH:12]=1)[CH3:5].B(Br)(Br)Br.[OH-].[Na+]. The catalyst is C(Cl)Cl. The product is [OH:36][C@H:34]([C@@H:32]1[CH2:31][O:30][C:29]([C:27]2[NH:28][C:24]([C:9]3[CH:8]=[C:7]([CH:12]=[C:11]([O:13][C:14]4[CH:19]=[N:18][C:17]([S:20]([CH3:23])(=[O:22])=[O:21])=[CH:16][N:15]=4)[CH:10]=3)[O:6][C@@H:4]([CH3:5])[CH2:3][OH:2])=[CH:25][CH:26]=2)=[N:33]1)[CH3:35]. The yield is 0.800.